Dataset: Reaction yield outcomes from USPTO patents with 853,638 reactions. Task: Predict the reaction yield, written as a fraction of the theoretical maximum amount of product (1.0 means a 100% yield; for example, 0.34 means a 34% yield). (1) The reactants are Cl[C:2]1[N:7]=[C:6]([NH:8][C:9]2[CH:10]=[CH:11][C:12]3[O:16][C:15](=[O:17])[NH:14][C:13]=3[CH:18]=2)[C:5]([CH3:19])=[CH:4][N:3]=1.[CH3:20][N:21]1[CH2:26][CH2:25][N:24]([C:27]2[N:32]=[CH:31][C:30]([NH2:33])=[CH:29][CH:28]=2)[CH2:23][CH2:22]1.C(O)(C(F)(F)F)=O. The catalyst is CC(O)C. The product is [O:16]1[C:12]2[CH:11]=[CH:10][C:9]([NH:8][C:6]3[C:5]([CH3:19])=[CH:4][N:3]=[C:2]([NH:33][C:30]4[CH:29]=[CH:28][C:27]([N:24]5[CH2:25][CH2:26][N:21]([CH3:20])[CH2:22][CH2:23]5)=[N:32][CH:31]=4)[N:7]=3)=[CH:18][C:13]=2[NH:14][C:15]1=[O:17]. The yield is 0.530. (2) The reactants are Cl.C(OC([N:9]1[CH2:21][C:12]2=[C:13]3[N:18]([N:19]=[C:11]2[CH2:10]1)[CH:17]=[C:16]([Cl:20])[CH:15]=[N:14]3)=O)(C)(C)C.C(#N)C. The catalyst is CC(O)=O. The product is [ClH:20].[Cl:20][C:16]1[CH:15]=[N:14][C:13]2[N:18]([N:19]=[C:11]3[CH2:10][NH:9][CH2:21][C:12]3=2)[CH:17]=1. The yield is 0.780. (3) The reactants are [F:1][C:2]([F:7])([F:6])[C:3]([OH:5])=[O:4].[C:8]1([C:14]2[CH:19]=[C:18]([CH:20]3[CH2:25][CH2:24][NH:23][CH2:22][CH2:21]3)[CH:17]=[CH:16][C:15]=2[NH:26][C:27]([C:29]2[NH:30][CH:31]=[C:32]([C:34]#[N:35])[N:33]=2)=[O:28])[CH2:13][CH2:12][CH2:11][CH2:10][CH:9]=1.CCN(CC)CC.Br[CH2:44][C:45]([NH2:47])=[O:46]. The catalyst is C(Cl)Cl. The product is [F:1][C:2]([F:7])([F:6])[C:3]([OH:5])=[O:4].[C:45]([CH2:44][N:23]1[CH2:22][CH2:21][CH:20]([C:18]2[CH:17]=[CH:16][C:15]([NH:26][C:27]([C:29]3[NH:30][CH:31]=[C:32]([C:34]#[N:35])[N:33]=3)=[O:28])=[C:14]([C:8]3[CH2:13][CH2:12][CH2:11][CH2:10][CH:9]=3)[CH:19]=2)[CH2:25][CH2:24]1)(=[O:46])[NH2:47]. The yield is 0.750. (4) The reactants are [H-].[Na+].[Cl:3][C:4]1[CH:9]=[CH:8][CH:7]=[C:6]([Cl:10])[C:5]=1[C:11]1[C:15]([CH2:16][O:17][C:18]2[CH:19]=[C:20]3[C:24](=[CH:25][CH:26]=2)[NH:23][CH:22]=[CH:21]3)=[C:14]([CH:27]([CH3:29])[CH3:28])[O:13][N:12]=1.Br[CH2:31][C:32]1[CH:41]=[CH:40][C:35]([C:36]([O:38][CH3:39])=[O:37])=[CH:34][CH:33]=1.C(OCC)(=O)C. The catalyst is CN(C)C=O.O. The product is [Cl:3][C:4]1[CH:9]=[CH:8][CH:7]=[C:6]([Cl:10])[C:5]=1[C:11]1[C:15]([CH2:16][O:17][C:18]2[CH:19]=[C:20]3[C:24](=[CH:25][CH:26]=2)[N:23]([CH2:31][C:32]2[CH:41]=[CH:40][C:35]([C:36]([O:38][CH3:39])=[O:37])=[CH:34][CH:33]=2)[CH:22]=[CH:21]3)=[C:14]([CH:27]([CH3:29])[CH3:28])[O:13][N:12]=1. The yield is 1.00. (5) The reactants are [CH3:1][O:2][CH2:3][CH:4]1[CH2:8][N:7]([C:9]([O:11][C:12]([CH3:15])([CH3:14])[CH3:13])=[O:10])[CH:6]([C:16]2[NH:20][C:19]3[C:21]4[C:26]([CH:27]=[CH:28][C:18]=3[N:17]=2)=[CH:25][C:24]2[C:29]3[C:34]([CH2:35][O:36][C:23]=2[CH:22]=4)=[CH:33][C:32](B2OC(C)(C)C(C)(C)O2)=[CH:31][CH:30]=3)[CH2:5]1.Br[C:47]1[NH:51][C:50]([C@@H:52]2[CH2:56][CH2:55][CH2:54][N:53]2[C:57](=[O:68])[C@@H:58]([NH:63][C:64](=[O:67])[O:65][CH3:66])[C@H:59]([O:61][CH3:62])[CH3:60])=[N:49][CH:48]=1.C(=O)([O-])[O-].[K+].[K+]. The catalyst is CS(C)=O.CCOC(C)=O.C1C=CC([P]([Pd]([P](C2C=CC=CC=2)(C2C=CC=CC=2)C2C=CC=CC=2)([P](C2C=CC=CC=2)(C2C=CC=CC=2)C2C=CC=CC=2)[P](C2C=CC=CC=2)(C2C=CC=CC=2)C2C=CC=CC=2)(C2C=CC=CC=2)C2C=CC=CC=2)=CC=1.C1C=CC(P(C2C=CC=CC=2)[C-]2C=CC=C2)=CC=1.C1C=CC(P(C2C=CC=CC=2)[C-]2C=CC=C2)=CC=1.Cl[Pd]Cl.[Fe+2]. The product is [CH3:66][O:65][C:64]([NH:63][C@H:58]([C:57]([N:53]1[CH2:54][CH2:55][CH2:56][C@H:52]1[C:50]1[NH:51][C:47]([C:32]2[CH:33]=[C:34]3[CH2:35][O:36][C:23]4[CH:22]=[C:21]5[C:26]([CH:27]=[CH:28][C:18]6[N:17]=[C:16]([C@@H:6]7[CH2:5][C@H:4]([CH2:3][O:2][CH3:1])[CH2:8][N:7]7[C:9]([O:11][C:12]([CH3:13])([CH3:14])[CH3:15])=[O:10])[NH:20][C:19]=65)=[CH:25][C:24]=4[C:29]3=[CH:30][CH:31]=2)=[CH:48][N:49]=1)=[O:68])[C@@H:59]([CH3:60])[O:61][CH3:62])=[O:67]. The yield is 0.630. (6) The reactants are [N:1]1[CH:6]=[CH:5][CH:4]=[CH:3][C:2]=1[C:7]1[N:11]=[C:10]([NH2:12])[NH:9][N:8]=1.[NH:13]1[C:17]2[CH:18]=[CH:19][C:20]([C:22](=O)[CH2:23][C:24](OCC)=[O:25])=[CH:21][C:16]=2[N:15]=[N:14]1.CC1C=CC(S(O)(=O)=O)=CC=1. The catalyst is C1(OC2C=CC=CC=2)C=CC=CC=1. The product is [NH:13]1[C:17]2[CH:18]=[CH:19][C:20]([C:22]3[NH:12][C:10]4[N:9]([N:8]=[C:7]([C:2]5[CH:3]=[CH:4][CH:5]=[CH:6][N:1]=5)[N:11]=4)[C:24](=[O:25])[CH:23]=3)=[CH:21][C:16]=2[N:15]=[N:14]1. The yield is 0.180. (7) The reactants are I[C:2]1[C:7]2[S:8][C:9]3[CH:14]=[CH:13][CH:12]=[CH:11][C:10]=3[C:6]=2[CH:5]=[CH:4][CH:3]=1.[Br:15][C:16]1[CH:17]=[CH:18][C:19]2[NH:20][C:21]3[C:26]([C:27]=2[CH:28]=1)=[CH:25][CH:24]=[CH:23][CH:22]=3.C([O-])([O-])=O.[K+].[K+]. The catalyst is CN(C)C=O. The product is [Br:15][C:16]1[CH:17]=[CH:18][C:19]2[N:20]([C:2]3[C:7]4[S:8][C:9]5[CH:14]=[CH:13][CH:12]=[CH:11][C:10]=5[C:6]=4[CH:5]=[CH:4][CH:3]=3)[C:21]3[C:26]([C:27]=2[CH:28]=1)=[CH:25][CH:24]=[CH:23][CH:22]=3. The yield is 0.580. (8) The reactants are [Br:1][C:2]1[CH:7]=[CH:6][C:5]([NH2:8])=[C:4]([NH2:9])[CH:3]=1.Cl.C(O[C:14](=N)[CH2:15][O:16][C:17]1[CH:22]=[CH:21][C:20]([C:23]([F:26])([F:25])[F:24])=[CH:19][CH:18]=1)C. The catalyst is CCO. The product is [Br:1][C:2]1[CH:7]=[CH:6][C:5]2[NH:8][C:14]([CH2:15][O:16][C:17]3[CH:22]=[CH:21][C:20]([C:23]([F:24])([F:25])[F:26])=[CH:19][CH:18]=3)=[N:9][C:4]=2[CH:3]=1. The yield is 1.00.